From a dataset of Catalyst prediction with 721,799 reactions and 888 catalyst types from USPTO. Predict which catalyst facilitates the given reaction. (1) Reactant: [F:1][C:2]1[C:7]2[N:8]([CH3:12])[C:9](=[O:11])[O:10][C:6]=2[CH:5]=[C:4]([NH:13][CH2:14][C@@H:15]([OH:20])[C:16]([O:18][CH3:19])=[O:17])[CH:3]=1.[C:21](N1C=CN=C1)(N1C=CN=C1)=[O:22]. Product: [F:1][C:2]1[C:7]2[N:8]([CH3:12])[C:9](=[O:11])[O:10][C:6]=2[CH:5]=[C:4]([N:13]2[CH2:14][C@H:15]([C:16]([O:18][CH3:19])=[O:17])[O:20][C:21]2=[O:22])[CH:3]=1. The catalyst class is: 115. (2) Reactant: [NH2:1][C:2]1[O:6][N:5]=[C:4]([C:7]2[CH:12]=[CH:11][CH:10]=[CH:9][C:8]=2[F:13])[C:3]=1[C:14]([OH:16])=O.Cl.C(N=C=NCCCN(C)C)C.[CH3:29][O:30][C:31]1[CH:36]=[CH:35][CH:34]=[CH:33][C:32]=1[N:37]1[CH2:42][CH2:41][NH:40][CH2:39][CH2:38]1. Product: [NH2:1][C:2]1[O:6][N:5]=[C:4]([C:7]2[CH:12]=[CH:11][CH:10]=[CH:9][C:8]=2[F:13])[C:3]=1[C:14]([N:40]1[CH2:39][CH2:38][N:37]([C:32]2[CH:33]=[CH:34][CH:35]=[CH:36][C:31]=2[O:30][CH3:29])[CH2:42][CH2:41]1)=[O:16]. The catalyst class is: 4. (3) Reactant: [Cl:1][C:2]1[C:3]2[C:10](I)=[CH:9][N:8]([CH2:12][O:13][CH2:14][CH2:15][Si:16]([CH3:19])([CH3:18])[CH3:17])[C:4]=2[N:5]=[CH:6][N:7]=1.[CH3:20][O:21][C:22]1[CH:27]=[CH:26][C:25]([SH:28])=[CH:24][CH:23]=1.C(=O)([O-])[O-].[K+].[K+]. The catalyst class is: 590. Product: [Cl:1][C:2]1[C:3]2[C:10]([S:28][C:25]3[CH:26]=[CH:27][C:22]([O:21][CH3:20])=[CH:23][CH:24]=3)=[CH:9][N:8]([CH2:12][O:13][CH2:14][CH2:15][Si:16]([CH3:19])([CH3:18])[CH3:17])[C:4]=2[N:5]=[CH:6][N:7]=1. (4) Reactant: C(OC([N:11]1[CH2:16][CH2:15][C:14]([C:23](=[O:33])[N:24]([CH2:26][C:27]2[CH:32]=[CH:31][CH:30]=[CH:29][CH:28]=2)[CH3:25])([C:17]2[CH:22]=[CH:21][CH:20]=[CH:19][CH:18]=2)[CH2:13][CH2:12]1)=O)C1C=CC=CC=1. The catalyst class is: 19. Product: [CH2:26]([N:24]([CH3:25])[C:23]([C:14]1([C:17]2[CH:22]=[CH:21][CH:20]=[CH:19][CH:18]=2)[CH2:13][CH2:12][NH:11][CH2:16][CH2:15]1)=[O:33])[C:27]1[CH:28]=[CH:29][CH:30]=[CH:31][CH:32]=1. (5) Product: [NH2:24][CH2:23][CH2:22][N:15]1[C:16]2[C:21](=[CH:20][CH:19]=[CH:18][CH:17]=2)[C:13]([C:11](=[O:12])[CH:10]([NH:9][C:5]2[CH:6]=[CH:7][CH:8]=[C:3]([O:2][CH3:1])[CH:4]=2)[C:32]2[CH:37]=[CH:36][CH:35]=[CH:34][CH:33]=2)=[CH:14]1. The catalyst class is: 4. Reactant: [CH3:1][O:2][C:3]1[CH:4]=[C:5]([NH:9][CH:10]([C:32]2[CH:37]=[CH:36][CH:35]=[CH:34][CH:33]=2)[C:11]([C:13]2[C:21]3[C:16](=[CH:17][CH:18]=[CH:19][CH:20]=3)[N:15]([CH2:22][CH2:23][NH:24]C(=O)OC(C)(C)C)[CH:14]=2)=[O:12])[CH:6]=[CH:7][CH:8]=1.FC(F)(F)C(O)=O. (6) Reactant: C(OC(=O)[NH:7][CH2:8][CH2:9][S:10]([C:13]1[C:14]2[CH:15]=[CH:16][N:17]=[CH:18][C:19]=2[CH:20]=[C:21]([C:23]2[CH:28]=[CH:27][C:26]([O:29]C)=[CH:25][CH:24]=2)[CH:22]=1)(=[O:12])=[O:11])(C)(C)C.B(Br)(Br)Br.C(O)C. Product: [NH2:7][CH2:8][CH2:9][S:10]([C:13]1[CH:22]=[C:21]([C:23]2[CH:28]=[CH:27][C:26]([OH:29])=[CH:25][CH:24]=2)[CH:20]=[C:19]2[C:14]=1[CH:15]=[CH:16][N:17]=[CH:18]2)(=[O:11])=[O:12]. The catalyst class is: 4.